The task is: Predict which catalyst facilitates the given reaction.. This data is from Catalyst prediction with 721,799 reactions and 888 catalyst types from USPTO. (1) Reactant: [CH3:1][O:2][C:3]1[CH:46]=[CH:45][C:6]([O:7][C:8]2[CH:13]=[CH:12][C:11]([S:14]([CH:17]3[CH2:23][CH2:22][CH2:21][CH2:20][N:19]([O:24]C(C4C=CC=CC=4)(C4C=CC=CC=4)C4C=CC=CC=4)[C:18]3=[O:44])(=[O:16])=[O:15])=[CH:10][CH:9]=2)=[CH:5][CH:4]=1.C(O)(C(F)(F)F)=O. Product: [OH:24][N:19]1[CH2:20][CH2:21][CH2:22][CH2:23][CH:17]([S:14]([C:11]2[CH:10]=[CH:9][C:8]([O:7][C:6]3[CH:5]=[CH:4][C:3]([O:2][CH3:1])=[CH:46][CH:45]=3)=[CH:13][CH:12]=2)(=[O:16])=[O:15])[C:18]1=[O:44]. The catalyst class is: 2. (2) Reactant: [CH2:1]([CH:4]1[CH2:9][CH2:8][CH:7]([CH:10]2[CH2:15][CH2:14][CH:13]([CH:16]=[CH:17][C:18]3[CH:23]=[CH:22][C:21]([O:24][CH2:25][CH3:26])=[C:20]([F:27])[C:19]=3[C:28]([F:31])([F:30])[F:29])[CH2:12][CH2:11]2)[CH2:6][CH2:5]1)[CH2:2][CH3:3]. Product: [F:31][C:28]([F:29])([F:30])[C:19]1[C:20]([F:27])=[C:21]([O:24][CH2:25][CH3:26])[CH:22]=[CH:23][C:18]=1[CH2:17][CH2:16][CH:13]1[CH2:14][CH2:15][CH:10]([CH:7]2[CH2:6][CH2:5][CH:4]([CH2:1][CH2:2][CH3:3])[CH2:9][CH2:8]2)[CH2:11][CH2:12]1. The catalyst class is: 719. (3) Reactant: [C:1](=[C:4]1[C:12]2[C:7](=[CH:8][CH:9]=[CH:10][C:11]=2[O:13][CH3:14])[NH:6][C:5]1=[O:15])([CH3:3])[CH3:2]. Product: [CH:1]([CH:4]1[C:12]2[C:7](=[CH:8][CH:9]=[CH:10][C:11]=2[O:13][CH3:14])[NH:6][C:5]1=[O:15])([CH3:3])[CH3:2]. The catalyst class is: 63. (4) Reactant: [Cl:1][C:2]1[CH:3]=[C:4]([C@@H:12]([CH2:31][CH:32]2[CH2:36][CH2:35][CH2:34][CH2:33]2)[C:13]([NH:15][C:16]2[CH:20]=[CH:19][N:18]([CH2:21][C:22]3[CH:23]=[C:24]([CH:28]=[CH:29][CH:30]=3)[C:25]([OH:27])=O)[N:17]=2)=[O:14])[CH:5]=[CH:6][C:7]=1[S:8]([CH3:11])(=[O:10])=[O:9].C(Cl)(=O)C([Cl:40])=O.N1C(C)=CC=CC=1C. Product: [Cl:1][C:2]1[CH:3]=[C:4]([C@@H:12]([CH2:31][CH:32]2[CH2:33][CH2:34][CH2:35][CH2:36]2)[C:13]([NH:15][C:16]2[CH:20]=[CH:19][N:18]([CH2:21][C:22]3[CH:23]=[C:24]([CH:28]=[CH:29][CH:30]=3)[C:25]([Cl:40])=[O:27])[N:17]=2)=[O:14])[CH:5]=[CH:6][C:7]=1[S:8]([CH3:11])(=[O:10])=[O:9]. The catalyst class is: 2. (5) Reactant: Cl[C:2]1[C:7]([C:8]#[N:9])=[C:6]([Cl:10])[N:5]=[C:4]([NH:11][CH2:12][CH2:13][OH:14])[N:3]=1.[N:15]1[CH:20]=[CH:19][CH:18]=[C:17]([CH2:21][NH2:22])[CH:16]=1.C(N(C(C)C)C(C)C)C. Product: [Cl:10][C:6]1[C:7]([C:8]#[N:9])=[C:2]([NH:22][CH2:21][C:17]2[CH:16]=[N:15][CH:20]=[CH:19][CH:18]=2)[N:3]=[C:4]([NH:11][CH2:12][CH2:13][OH:14])[N:5]=1. The catalyst class is: 12. (6) Product: [O:9]=[C:7]([CH2:14][C:15](=[O:16])[CH3:17])[C:6]([O:12][CH3:13])=[O:11]. Reactant: C[O-].[Na+].CO.[C:6]([O:12][CH3:13])(=[O:11])[C:7]([O:9]C)=O.[CH3:14][C:15]([CH3:17])=[O:16]. The catalyst class is: 6.